Predict the product of the given reaction. From a dataset of Forward reaction prediction with 1.9M reactions from USPTO patents (1976-2016). (1) Given the reactants [CH3:1][O:2][C:3]([C:5]1[CH:14]=[C:13]2[C:8]([CH:9]=[CH:10][N:11]=[C:12]2[CH:15]2[CH2:17][CH2:16]2)=[C:7]([O:18]C(=O)C)[CH:6]=1)=[O:4].C([O-])([O-])=O.[K+].[K+].Cl, predict the reaction product. The product is: [CH3:1][O:2][C:3]([C:5]1[CH:14]=[C:13]2[C:8]([CH:9]=[CH:10][N:11]=[C:12]2[CH:15]2[CH2:16][CH2:17]2)=[C:7]([OH:18])[CH:6]=1)=[O:4]. (2) Given the reactants F[C:2]1[CH:7]=[CH:6][C:5]([N+:8]([O-:10])=[O:9])=[CH:4][C:3]=1[C:11]([F:14])([F:13])[F:12].[NH:15]1[CH2:20][CH2:19][O:18][CH2:17][CH2:16]1.C(N(C(C)C)CC)(C)C.C(#N)C, predict the reaction product. The product is: [N+:8]([C:5]1[CH:6]=[CH:7][C:2]([N:15]2[CH2:20][CH2:19][O:18][CH2:17][CH2:16]2)=[C:3]([C:11]([F:14])([F:13])[F:12])[CH:4]=1)([O-:10])=[O:9]. (3) Given the reactants [N+:1]([C:4]1[N:5]=[CH:6][NH:7][CH:8]=1)([O-:3])=[O:2].C([O-])([O-])=O.[K+].[K+].I[CH2:16][CH3:17], predict the reaction product. The product is: [CH2:16]([N:7]1[CH:8]=[C:4]([N+:1]([O-:3])=[O:2])[N:5]=[CH:6]1)[CH3:17]. (4) Given the reactants Cl.[CH3:2][C:3]1[CH:8]=[CH:7][C:6]([CH3:9])=[CH:5][C:4]=1[NH:10][NH2:11].[OH-].[Na+], predict the reaction product. The product is: [CH3:2][C:3]1[CH:8]=[CH:7][C:6]([CH3:9])=[CH:5][C:4]=1[N:10]1[C:4]([NH2:10])=[CH:3][C:8]([CH3:7])=[N:11]1. (5) The product is: [Cl:32][C:33]1[CH:34]=[CH:35][C:36]([O:42][CH2:43][CH2:44][CH2:45][NH:46][S:47]([CH2:50][CH3:51])(=[O:49])=[O:48])=[C:37]([CH:41]=1)[C:38]([NH:1][CH:2]1[C:8](=[O:9])[NH:7][C:6]2[CH:19]=[CH:20][CH:21]=[CH:22][C:5]=2[C:4]([C:23]2[C:28]([Cl:29])=[CH:27][C:26]([Cl:30])=[CH:25][C:24]=2[Cl:31])=[N:3]1)=[O:39]. Given the reactants [NH2:1][CH:2]1[C:8](=[O:9])[N:7](CC2C=CC(OC)=CC=2)[C:6]2[CH:19]=[CH:20][CH:21]=[CH:22][C:5]=2[C:4]([C:23]2[C:28]([Cl:29])=[CH:27][C:26]([Cl:30])=[CH:25][C:24]=2[Cl:31])=[N:3]1.[Cl:32][C:33]1[CH:34]=[CH:35][C:36]([O:42][CH2:43][CH2:44][CH2:45][NH:46][S:47]([CH2:50][CH3:51])(=[O:49])=[O:48])=[C:37]([CH:41]=1)[C:38](O)=[O:39], predict the reaction product. (6) Given the reactants [NH2:1][C:2]1[C:9](I)=[CH:8][C:5]([C:6]#[N:7])=[C:4]([O:11][CH3:12])[CH:3]=1.[CH3:13]B(O)O.[F-].[Cs+], predict the reaction product. The product is: [NH2:1][C:2]1[C:9]([CH3:13])=[CH:8][C:5]([C:6]#[N:7])=[C:4]([O:11][CH3:12])[CH:3]=1. (7) The product is: [CH3:5][C:6]1[C:10]([C:11]([NH:13][C:14]2[CH:19]=[CH:18][C:17]([CH2:20][C:21]([O:23][CH2:24][CH3:25])=[O:22])=[CH:16][C:15]=2[N+:1]([O-:4])=[O:2])=[O:12])=[C:9]([CH3:26])[O:8][N:7]=1. Given the reactants [N+:1]([O-:4])(O)=[O:2].[CH3:5][C:6]1[C:10]([C:11]([NH:13][C:14]2[CH:19]=[CH:18][C:17]([CH2:20][C:21]([O:23][CH2:24][CH3:25])=[O:22])=[CH:16][CH:15]=2)=[O:12])=[C:9]([CH3:26])[O:8][N:7]=1, predict the reaction product.